This data is from Orexin1 receptor HTS with 218,158 compounds and 233 confirmed actives. The task is: Binary Classification. Given a drug SMILES string, predict its activity (active/inactive) in a high-throughput screening assay against a specified biological target. (1) The compound is Oc1c(C(=O)NNC(=O)c2ccc(c3ccccc3)cc2)ccc(O)c1. The result is 0 (inactive). (2) The molecule is OC(c1ccccc1)\C(=N\O)c1ccccc1. The result is 0 (inactive). (3) The compound is Clc1c(OCCN2CCN(CC2)CC)cccc1Cl. The result is 0 (inactive). (4) The drug is O=C(N(CC(C)C)c1c(n(CCCC)c(=O)[nH]c1=O)N)Cn1c2c(ncc1=O)cccc2. The result is 0 (inactive). (5) The molecule is O1C(OCCCCO)CC(c2cc3OCOc3cc2)C=C1C(OCC=C)=O. The result is 0 (inactive).